Dataset: Reaction yield outcomes from USPTO patents with 853,638 reactions. Task: Predict the reaction yield, written as a fraction of the theoretical maximum amount of product (1.0 means a 100% yield; for example, 0.34 means a 34% yield). (1) The catalyst is CN(C=O)C. The reactants are [CH3:1][O:2][C:3]1[CH:11]=[CH:10][C:6]([C:7]([OH:9])=[O:8])=[C:5]([N+:12]([O-:14])=[O:13])[CH:4]=1.[CH2:15]1CCN2C(=NCCC2)CC1.IC.O. The product is [CH3:1][O:2][C:3]1[CH:11]=[CH:10][C:6]([C:7]([O:9][CH3:15])=[O:8])=[C:5]([N+:12]([O-:14])=[O:13])[CH:4]=1. The yield is 0.850. (2) The reactants are [F:1][C:2]1([F:17])[CH2:7][CH2:6][N:5]([C:8]2[CH:13]=[CH:12][C:11]([N+:14]([O-])=O)=[CH:10][N:9]=2)[CH2:4][CH2:3]1.C1COCC1.CN(C=O)C. The catalyst is [Ni].O. The yield is 0.850. The product is [F:17][C:2]1([F:1])[CH2:7][CH2:6][N:5]([C:8]2[N:9]=[CH:10][C:11]([NH2:14])=[CH:12][CH:13]=2)[CH2:4][CH2:3]1. (3) The reactants are [F:1][C:2]1[CH:3]=[C:4]([C@H:9]2[CH2:13][CH2:12][CH2:11][C@@H:10]2[OH:14])[CH:5]=[C:6]([F:8])[CH:7]=1.CC(OI1(OC(C)=O)(OC(C)=O)OC(=O)C2C=CC=CC1=2)=O. The catalyst is C(Cl)Cl. The product is [F:1][C:2]1[CH:3]=[C:4]([CH:9]2[CH2:13][CH2:12][CH2:11][C:10]2=[O:14])[CH:5]=[C:6]([F:8])[CH:7]=1. The yield is 0.800. (4) The reactants are [CH:1]1([CH:7]([C:9]2[C:10]([CH2:20][O:21][CH3:22])=[N:11][N:12]([C:14]3[CH:19]=[CH:18][CH:17]=[CH:16][CH:15]=3)[CH:13]=2)O)[CH2:6][CH2:5][CH2:4][CH2:3][CH2:2]1.[NH2:23][C:24]1[CH:29]=[CH:28][C:27]([C:30]([N:32]([CH3:40])[CH2:33][CH2:34][C:35]([O:37]CC)=[O:36])=[O:31])=[CH:26][CH:25]=1. No catalyst specified. The product is [CH:1]1([CH:7]([NH:23][C:24]2[CH:25]=[CH:26][C:27]([C:30]([N:32]([CH3:40])[CH2:33][CH2:34][C:35]([OH:37])=[O:36])=[O:31])=[CH:28][CH:29]=2)[C:9]2[C:10]([CH2:20][O:21][CH3:22])=[N:11][N:12]([C:14]3[CH:19]=[CH:18][CH:17]=[CH:16][CH:15]=3)[CH:13]=2)[CH2:6][CH2:5][CH2:4][CH2:3][CH2:2]1. The yield is 0.390. (5) The reactants are [F:1][C:2]1([F:24])[CH2:6][N:5]([C:7]2[CH:12]=[CH:11][N:10]3[N:13]=[CH:14][C:15]([NH2:16])=[C:9]3[N:8]=2)[C@@H:4]([C:17]2[CH:22]=[CH:21][CH:20]=[C:19]([F:23])[CH:18]=2)[CH2:3]1.C1N=CN([C:30]([N:32]2[CH:36]=N[CH:34]=[CH:33]2)=[O:31])C=1.Cl.N1CC([OH:42])C1.CCN(C(C)C)C(C)C. The catalyst is C(Cl)Cl. The product is [F:24][C:2]1([F:1])[CH2:6][N:5]([C:7]2[CH:12]=[CH:11][N:10]3[N:13]=[CH:14][C:15]([NH:16][C:30]([N:32]4[CH2:33][CH:34]([OH:42])[CH2:36]4)=[O:31])=[C:9]3[N:8]=2)[C@@H:4]([C:17]2[CH:22]=[CH:21][CH:20]=[C:19]([F:23])[CH:18]=2)[CH2:3]1. The yield is 0.480. (6) The reactants are [F:1][C:2]1[CH:7]=[CH:6][C:5]([SH:8])=[CH:4][CH:3]=1.[CH:9]1(Br)[CH2:11][CH2:10]1.C(O[Na])(C)(C)C.O. The catalyst is CS(C)=O. The product is [CH:9]1([S:8][C:5]2[CH:6]=[CH:7][C:2]([F:1])=[CH:3][CH:4]=2)[CH2:11][CH2:10]1. The yield is 0.731. (7) The catalyst is C1COCC1. The reactants are [N-]=[N+]=[N-].[N:4]([C:7]1([CH3:18])[C:16]2[C:11](=[CH:12][CH:13]=[C:14]([I:17])[CH:15]=2)[O:10][CH2:9][CH2:8]1)=[N+]=[N-].CP(C)C.O. The product is [I:17][C:14]1[CH:15]=[C:16]2[C:11](=[CH:12][CH:13]=1)[O:10][CH2:9][CH2:8][C:7]2([CH3:18])[NH2:4]. The yield is 0.910. (8) The reactants are [C:1](=[NH:21])([O:3][CH2:4][CH2:5][C:6]1[CH:11]=[CH:10][C:9]([O:12][C:13]2[CH:18]=[CH:17][C:16]([CH3:19])=[C:15]([F:20])[CH:14]=2)=[CH:8][CH:7]=1)[NH2:2].[CH:22]([CH:24]([CH2:29][C:30]1[CH:31]=[N:32][C:33]([O:36][CH3:37])=[N:34][CH:35]=1)[C:25](OC)=O)=[O:23].C([O-])([O-])=O.[K+].[K+]. The product is [F:20][C:15]1[CH:14]=[C:13]([O:12][C:9]2[CH:8]=[CH:7][C:6]([CH2:5][CH2:4][O:3][C:1]3[NH:2][CH:25]=[C:24]([CH2:29][C:30]4[CH:31]=[N:32][C:33]([O:36][CH3:37])=[N:34][CH:35]=4)[C:22](=[O:23])[N:21]=3)=[CH:11][CH:10]=2)[CH:18]=[CH:17][C:16]=1[CH3:19]. The catalyst is CN1C(=O)CCC1. The yield is 0.0623. (9) The reactants are [Cl-].[Al+3].[Cl-].[Cl-].[C:5]1(=[O:15])[C:14]2[C:9](=[CH:10][CH:11]=[CH:12][CH:13]=2)[CH2:8][CH2:7][CH2:6]1.[Br:16]Br.Cl. The catalyst is O. The product is [Br:16][C:10]1[CH:11]=[CH:12][CH:13]=[C:14]2[C:9]=1[CH2:8][CH2:7][CH2:6][C:5]2=[O:15].[Br:16][C:12]1[CH:13]=[C:14]2[C:9]([CH2:8][CH2:7][CH2:6][C:5]2=[O:15])=[CH:10][CH:11]=1. The yield is 0.510.